From a dataset of Forward reaction prediction with 1.9M reactions from USPTO patents (1976-2016). Predict the product of the given reaction. (1) Given the reactants [OH:1][C:2]1[C:10]2[N:9]=[C:8]([CH3:11])[N:7]([CH2:12][C:13]([O:15][CH2:16][CH3:17])=[O:14])[C:6]=2[CH:5]=[CH:4][CH:3]=1.[F:18][C:19]1[CH:24]=[CH:23][C:22]([CH:25]([C:36]2[CH:41]=[CH:40][C:39]([F:42])=[CH:38][CH:37]=2)[C:26]2[CH:27]=[CH:28][C:29](=[O:35])[N:30]([CH2:32][CH2:33]O)[CH:31]=2)=[CH:21][CH:20]=1.N(C(N(C)C)=O)=NC(N(C)C)=O.C(P(CCCC)CCCC)CCC, predict the reaction product. The product is: [CH2:16]([O:15][C:13](=[O:14])[CH2:12][N:7]1[C:6]2[CH:5]=[CH:4][CH:3]=[C:2]([O:1][CH2:33][CH2:32][N:30]3[CH:31]=[C:26]([CH:25]([C:22]4[CH:21]=[CH:20][C:19]([F:18])=[CH:24][CH:23]=4)[C:36]4[CH:41]=[CH:40][C:39]([F:42])=[CH:38][CH:37]=4)[CH:27]=[CH:28][C:29]3=[O:35])[C:10]=2[N:9]=[C:8]1[CH3:11])[CH3:17]. (2) Given the reactants Br[C:2]1[S:6][C:5]([C:7]([N:9]([CH3:16])[C:10]2[CH:15]=[CH:14][CH:13]=[CH:12][CH:11]=2)=[O:8])=[CH:4][CH:3]=1.[C:17]1(B(O)O)[CH:22]=[CH:21][CH:20]=[CH:19][CH:18]=1, predict the reaction product. The product is: [CH3:16][N:9]([C:10]1[CH:15]=[CH:14][CH:13]=[CH:12][CH:11]=1)[C:7]([C:5]1[S:6][C:2]([C:17]2[CH:22]=[CH:21][CH:20]=[CH:19][CH:18]=2)=[CH:3][CH:4]=1)=[O:8]. (3) Given the reactants [Zn:1].BrCCBr.C[Si]([Cl:10])(C)C.[Cl:11][C:12]1[C:19]([Cl:20])=[CH:18][CH:17]=[CH:16][C:13]=1[CH2:14]Cl, predict the reaction product. The product is: [Cl-:10].[Cl:11][C:12]1[C:19]([Cl:20])=[CH:18][CH:17]=[CH:16][C:13]=1[CH2:14][Zn+:1]. (4) Given the reactants [CH2:1]([N:8]([CH2:19][C:20]1[CH:33]=[CH:32][C:23]([O:24][C:25]2[CH:26]=[C:27]([OH:31])[CH:28]=[CH:29][CH:30]=2)=[CH:22][CH:21]=1)[C:9]1[CH:14]=[CH:13][CH:12]=[C:11]([N+:15]([O-:17])=[O:16])[C:10]=1[CH3:18])[C:2]1[CH:7]=[CH:6][CH:5]=[CH:4][CH:3]=1.[H-].[Na+].Br[CH2:37][CH2:38][CH2:39][C:40]([O:42][CH2:43][CH3:44])=[O:41], predict the reaction product. The product is: [CH2:1]([N:8]([CH2:19][C:20]1[CH:33]=[CH:32][C:23]([O:24][C:25]2[CH:26]=[C:27]([CH:28]=[CH:29][CH:30]=2)[O:31][CH2:37][CH2:38][CH2:39][C:40]([O:42][CH2:43][CH3:44])=[O:41])=[CH:22][CH:21]=1)[C:9]1[CH:14]=[CH:13][CH:12]=[C:11]([N+:15]([O-:17])=[O:16])[C:10]=1[CH3:18])[C:2]1[CH:3]=[CH:4][CH:5]=[CH:6][CH:7]=1. (5) Given the reactants Cl[CH2:2][C:3]1[CH:28]=[CH:27][C:6]([C:7]([NH:9][C:10]2[S:11][C:12]3[C:18]([N:19]4[CH2:24][CH2:23][O:22][CH2:21][CH2:20]4)=[CH:17][CH:16]=[C:15]([O:25][CH3:26])[C:13]=3[N:14]=2)=[O:8])=[CH:5][CH:4]=1.[CH3:29][O:30][CH2:31][CH2:32][NH:33][CH3:34], predict the reaction product. The product is: [CH3:29][O:30][CH2:31][CH2:32][N:33]([CH2:2][C:3]1[CH:28]=[CH:27][C:6]([C:7]([NH:9][C:10]2[S:11][C:12]3[C:18]([N:19]4[CH2:24][CH2:23][O:22][CH2:21][CH2:20]4)=[CH:17][CH:16]=[C:15]([O:25][CH3:26])[C:13]=3[N:14]=2)=[O:8])=[CH:5][CH:4]=1)[CH3:34]. (6) Given the reactants [N:1]1[CH:6]=[CH:5][CH:4]=[CH:3][C:2]=1[N:7]1[CH2:12][CH2:11][N:10]([CH2:13][C:14]2[NH:18][C:17]3[CH:19]=[CH:20][CH:21]=[CH:22][C:16]=3[N:15]=2)[CH2:9][CH2:8]1.[C:23]([OH:30])(=[O:29])/[CH:24]=[CH:25]/[C:26]([OH:28])=[O:27].CO, predict the reaction product. The product is: [C:23]([OH:30])(=[O:29])/[CH:24]=[CH:25]/[C:26]([OH:28])=[O:27].[N:1]1[CH:6]=[CH:5][CH:4]=[CH:3][C:2]=1[N:7]1[CH2:8][CH2:9][N:10]([CH2:13][C:14]2[NH:15][C:16]3[CH:22]=[CH:21][CH:20]=[CH:19][C:17]=3[N:18]=2)[CH2:11][CH2:12]1.[C:23]([OH:30])(=[O:29])/[CH:24]=[CH:25]/[C:26]([OH:28])=[O:27].[C:23]([OH:30])(=[O:29])/[CH:24]=[CH:25]/[C:26]([OH:28])=[O:27].[N:1]1[CH:6]=[CH:5][CH:4]=[CH:3][C:2]=1[N:7]1[CH2:8][CH2:9][N:10]([CH2:13][C:14]2[NH:15][C:16]3[CH:22]=[CH:21][CH:20]=[CH:19][C:17]=3[N:18]=2)[CH2:11][CH2:12]1. (7) Given the reactants [Br:1][C:2]1[CH:9]=[CH:8][CH:7]=[CH:6][C:3]=1[CH:4]=[O:5].C[Si]([C:14]([F:17])([F:16])[F:15])(C)C.O.[F-].C([N+](CCCC)(CCCC)CCCC)CCC, predict the reaction product. The product is: [Br:1][C:2]1[CH:9]=[CH:8][CH:7]=[CH:6][C:3]=1[CH:4]([OH:5])[C:14]([F:17])([F:16])[F:15]. (8) The product is: [ClH:26].[Cl:26][C:22]1[CH:21]=[C:20]([CH:25]=[CH:24][CH:23]=1)[CH2:19][N:16]1[CH2:17][CH2:18][N:13]2[CH:12]=[C:11]([C:28](=[O:33])[C:29]([CH3:31])([CH3:32])[CH3:30])[C:10](=[O:34])[C:9]([OH:8])=[C:14]2[C:15]1=[O:27]. Given the reactants C([O:8][C:9]1[C:10](=[O:34])[C:11]([C:28](=[O:33])[C:29]([CH3:32])([CH3:31])[CH3:30])=[CH:12][N:13]2[CH2:18][CH2:17][N:16]([CH2:19][C:20]3[CH:25]=[CH:24][CH:23]=[C:22]([Cl:26])[CH:21]=3)[C:15](=[O:27])[C:14]=12)C1C=CC=CC=1, predict the reaction product.